From a dataset of Reaction yield outcomes from USPTO patents with 853,638 reactions. Predict the reaction yield, written as a fraction of the theoretical maximum amount of product (1.0 means a 100% yield; for example, 0.34 means a 34% yield). (1) The reactants are I[C:2]1[C:7]([C:8]([O:10][CH3:11])=[O:9])=[CH:6][C:5]([O:12][CH3:13])=[N:4][CH:3]=1.C(=O)([O-])[O-].[K+].[K+].[SH:20][CH2:21][CH2:22][NH:23][C:24](=[O:30])[O:25][C:26]([CH3:29])([CH3:28])[CH3:27]. The catalyst is [Cu]I.COCCOC. The product is [C:26]([O:25][C:24]([NH:23][CH2:22][CH2:21][S:20][C:2]1[C:7]([C:8]([O:10][CH3:11])=[O:9])=[CH:6][C:5]([O:12][CH3:13])=[N:4][CH:3]=1)=[O:30])([CH3:29])([CH3:28])[CH3:27]. The yield is 0.759. (2) The catalyst is O. The yield is 0.330. The product is [CH2:37]([N:5]([CH2:1][CH2:2][CH2:3][CH3:4])[C:6]([C:8]1[C:12]([Cl:13])=[C:11]([CH3:14])[N:10]([C:15]2[CH:20]=[CH:19][C:18]([OH:21])=[CH:17][C:16]=2[C:23]([N:25]2[C@H:34]([CH2:35][OH:36])[CH2:33][C:32]3[C:27](=[CH:28][CH:29]=[CH:30][CH:31]=3)[CH2:26]2)=[O:24])[N:9]=1)=[O:7])[CH2:38][CH2:39][CH3:40]. The reactants are [CH2:1]([N:5]([CH2:37][CH2:38][CH2:39][CH3:40])[C:6]([C:8]1[C:12]([Cl:13])=[C:11]([CH3:14])[N:10]([C:15]2[CH:20]=[CH:19][C:18]([O:21]C)=[CH:17][C:16]=2[C:23]([N:25]2[C@H:34]([CH2:35][OH:36])[CH2:33][C:32]3[C:27](=[CH:28][CH:29]=[CH:30][CH:31]=3)[CH2:26]2)=[O:24])[N:9]=1)=[O:7])[CH2:2][CH2:3][CH3:4].[Cl-].[Al+3].[Cl-].[Cl-].C(S)C.ClCCl.